From a dataset of Catalyst prediction with 721,799 reactions and 888 catalyst types from USPTO. Predict which catalyst facilitates the given reaction. (1) Reactant: [C:1]([C:3]1[C:4](F)=[C:5]([CH:9]=[CH:10][C:11]=1[O:12][CH:13]1[CH2:16][CH2:15][CH2:14]1)[C:6]([OH:8])=O)#[N:2].N.C([N:22](C(C)C)CC)(C)C.C1CN([P+](ON2N=NC3C=CC=CC2=3)(N2CCCC2)N2CCCC2)CC1.F[P-](F)(F)(F)(F)F.[SH:61][CH2:62][C:63]([NH2:65])=[O:64].[O-]CC.[Na+]. Product: [NH2:2][C:1]1[C:3]2[C:11]([O:12][CH:13]3[CH2:16][CH2:15][CH2:14]3)=[CH:10][CH:9]=[C:5]([C:6]([NH2:22])=[O:8])[C:4]=2[S:61][C:62]=1[C:63]([NH2:65])=[O:64]. The catalyst class is: 464. (2) Reactant: [C:1]([O:4][C@@H:5]1[C@@H:10]([O:11][C:12](=[O:14])[CH3:13])[C@H:9]([O:15][C:16](=[O:18])[CH3:17])[C@@H:8]([CH2:19][O:20][C:21](=[O:23])[CH3:22])[O:7][C@H:6]1[O:24][C:25]1[C:29]([CH2:30][C:31]2[CH:36]=[CH:35][C:34]([O:37][CH2:38][CH2:39][N:40]=[N+]=[N-])=[CH:33][C:32]=2[CH3:43])=[C:28]([CH:44]([CH3:46])[CH3:45])[NH:27][N:26]=1)(=[O:3])[CH3:2]. Product: [C:1]([O:4][C@@H:5]1[C@@H:10]([O:11][C:12](=[O:14])[CH3:13])[C@H:9]([O:15][C:16](=[O:18])[CH3:17])[C@@H:8]([CH2:19][O:20][C:21](=[O:23])[CH3:22])[O:7][C@H:6]1[O:24][C:25]1[C:29]([CH2:30][C:31]2[CH:36]=[CH:35][C:34]([O:37][CH2:38][CH2:39][NH2:40])=[CH:33][C:32]=2[CH3:43])=[C:28]([CH:44]([CH3:46])[CH3:45])[NH:27][N:26]=1)(=[O:3])[CH3:2]. The catalyst class is: 457. (3) Reactant: F[C:2]1[CH:11]=[C:10]([F:12])[CH:9]=[C:8]2[C:3]=1[C:4](=[O:13])[NH:5][CH:6]=[N:7]2.[CH:14]([OH:17])([CH3:16])[CH3:15].[H-].[Na+].C(O)(=O)C. Product: [F:12][C:10]1[CH:9]=[C:8]2[C:3]([C:4](=[O:13])[NH:5][CH:6]=[N:7]2)=[C:2]([O:17][CH:14]([CH3:16])[CH3:15])[CH:11]=1. The catalyst class is: 9. (4) Reactant: [Cl:1][C:2]1[C:10]2[N:9]=[N:8][N:7]([CH2:11][CH:12]3[CH2:14][CH2:13]3)[C:6]=2[CH:5]=[CH:4][C:3]=1[C:15]1[CH:20]=[CH:19][C:18]([CH2:21][OH:22])=[CH:17][CH:16]=1.C(N(CC)C(C)C)(C)C.[CH3:32][S:33](Cl)(=[O:35])=[O:34].[Cl-].[NH4+]. Product: [CH3:32][S:33]([O:22][CH2:21][C:18]1[CH:17]=[CH:16][C:15]([C:3]2[CH:4]=[CH:5][C:6]3[N:7]([CH2:11][CH:12]4[CH2:14][CH2:13]4)[N:8]=[N:9][C:10]=3[C:2]=2[Cl:1])=[CH:20][CH:19]=1)(=[O:35])=[O:34]. The catalyst class is: 4. (5) Reactant: [CH:1]1([CH:7]([N:9]2[C:13]([C:14]3[CH:19]=[C:18]([C:20]([CH3:23])([CH3:22])[CH3:21])[CH:17]=[C:16]([C:24]([CH3:27])([CH3:26])[CH3:25])[CH:15]=3)=[CH:12][C:11]([C:28]([O:30]CC)=[O:29])=[C:10]2[CH3:33])[CH3:8])[CH2:6][CH2:5][CH2:4][CH2:3][CH2:2]1.[OH-].[K+]. Product: [CH:1]1([CH:7]([N:9]2[C:13]([C:14]3[CH:19]=[C:18]([C:20]([CH3:23])([CH3:21])[CH3:22])[CH:17]=[C:16]([C:24]([CH3:27])([CH3:26])[CH3:25])[CH:15]=3)=[CH:12][C:11]([C:28]([OH:30])=[O:29])=[C:10]2[CH3:33])[CH3:8])[CH2:6][CH2:5][CH2:4][CH2:3][CH2:2]1. The catalyst class is: 14. (6) Reactant: [BH4-].[Na+].[Si:3]([O:10][CH:11]([CH2:30][CH2:31][OH:32])[C:12]([C:14]1[CH:19]=[CH:18][C:17]([NH:20][C:21]([C:23]2[CH:28]=[CH:27][CH:26]=[CH:25][N:24]=2)=[O:22])=[CH:16][C:15]=1[F:29])=[O:13])([C:6]([CH3:9])([CH3:8])[CH3:7])([CH3:5])[CH3:4].C(=O)(O)[O-].[Na+]. Product: [Si:3]([O:10][CH:11]([CH2:30][CH2:31][OH:32])[CH:12]([C:14]1[CH:19]=[CH:18][C:17]([NH:20][C:21]([C:23]2[CH:28]=[CH:27][CH:26]=[CH:25][N:24]=2)=[O:22])=[CH:16][C:15]=1[F:29])[OH:13])([C:6]([CH3:9])([CH3:8])[CH3:7])([CH3:5])[CH3:4]. The catalyst class is: 5.